Dataset: Full USPTO retrosynthesis dataset with 1.9M reactions from patents (1976-2016). Task: Predict the reactants needed to synthesize the given product. (1) Given the product [CH2:16]([C:18]([CH2:23][OH:24])([CH2:21][OH:22])[CH2:19][CH3:20])[OH:17], predict the reactants needed to synthesize it. The reactants are: C(O)(=O)C=C.C(O)(=O)C=C.C(O)(=O)C=C.[CH2:16]([C:18]([CH2:23][OH:24])([CH2:21][OH:22])[CH2:19][CH3:20])[OH:17]. (2) Given the product [OH:2][CH2:3][C:5]1[CH:6]=[C:7]([N:11]([CH2:17][C:18]2[CH:19]=[N:20][CH:21]=[CH:22][CH:23]=2)[S:12]([CH2:15][CH3:16])(=[O:14])=[O:13])[CH:8]=[CH:9][CH:10]=1, predict the reactants needed to synthesize it. The reactants are: C[O:2][C:3]([C:5]1[CH:6]=[C:7]([N:11]([CH2:17][C:18]2[CH:19]=[N:20][CH:21]=[CH:22][CH:23]=2)[S:12]([CH2:15][CH3:16])(=[O:14])=[O:13])[CH:8]=[CH:9][CH:10]=1)=O.CC(C[AlH]CC(C)C)C.CO.